Predict the product of the given reaction. From a dataset of Forward reaction prediction with 1.9M reactions from USPTO patents (1976-2016). Given the reactants C(OC([N:8]1[CH2:13][CH2:12][CH:11]([C@H:14]([N:16]2[C:24]3[C:19](=[CH:20][CH:21]=[CH:22][CH:23]=3)[C:18]([C:25]([O:27][CH3:28])=[O:26])=[C:17]2[CH3:29])[CH3:15])[CH2:10][CH2:9]1)=O)(C)(C)C.CO.Cl, predict the reaction product. The product is: [CH3:29][C:17]1[N:16]([C@@H:14]([CH:11]2[CH2:10][CH2:9][NH:8][CH2:13][CH2:12]2)[CH3:15])[C:24]2[C:19]([C:18]=1[C:25]([O:27][CH3:28])=[O:26])=[CH:20][CH:21]=[CH:22][CH:23]=2.